Dataset: Full USPTO retrosynthesis dataset with 1.9M reactions from patents (1976-2016). Task: Predict the reactants needed to synthesize the given product. (1) Given the product [F:8][C:7]1[CH:6]=[C:5]([N:9]2[CH2:14][CH2:13][N:12]([CH2:15][CH2:16][OH:42])[CH2:11][CH2:10]2)[C:4]([F:18])=[CH:3][C:2]=1[NH:1][C:20]1[N:29]=[CH:28][C:27]2[C:22](=[C:23]([C:30]3[CH:31]=[C:32]([NH:36][C:37](=[O:40])[CH:38]=[CH2:39])[CH:33]=[CH:34][CH:35]=3)[CH:24]=[CH:25][CH:26]=2)[N:21]=1, predict the reactants needed to synthesize it. The reactants are: [NH2:1][C:2]1[C:7]([F:8])=[CH:6][C:5]([N:9]2[CH2:14][CH2:13][N:12]([CH:15](O)[CH3:16])[CH2:11][CH2:10]2)=[C:4]([F:18])[CH:3]=1.Cl[C:20]1[N:29]=[CH:28][C:27]2[C:22](=[C:23]([C:30]3[CH:31]=[C:32]([NH:36][C:37](=[O:40])[CH:38]=[CH2:39])[CH:33]=[CH:34][CH:35]=3)[CH:24]=[CH:25][CH:26]=2)[N:21]=1.C(O)(C(F)(F)F)=[O:42]. (2) Given the product [CH3:21][C:18]1[CH:17]=[CH:16][C:15]([NH:14][C:4]([C:6]2[CH:11]=[C:10]([Cl:12])[CH:9]=[C:8]([CH3:13])[N:7]=2)=[O:5])=[N:20][CH:19]=1, predict the reactants needed to synthesize it. The reactants are: C(O[C:4]([C:6]1[CH:11]=[C:10]([Cl:12])[CH:9]=[C:8]([CH3:13])[N:7]=1)=[O:5])C.[NH2:14][C:15]1[N:20]=[CH:19][C:18]([CH3:21])=[CH:17][CH:16]=1. (3) Given the product [F:31][C:27]1[CH:26]=[C:25]([C:22]2[CH:23]=[CH:24][C:19]([O:18][CH2:17][CH2:16][C:14]3[N:15]=[C:11]([S:10][C:7]([CH3:9])([CH3:8])[C:6]([OH:32])=[O:5])[S:12][CH:13]=3)=[CH:20][CH:21]=2)[CH:30]=[CH:29][CH:28]=1, predict the reactants needed to synthesize it. The reactants are: C([O:5][C:6](=[O:32])[C:7]([S:10][C:11]1[S:12][CH:13]=[C:14]([CH2:16][CH2:17][O:18][C:19]2[CH:24]=[CH:23][C:22]([C:25]3[CH:30]=[CH:29][CH:28]=[C:27]([F:31])[CH:26]=3)=[CH:21][CH:20]=2)[N:15]=1)([CH3:9])[CH3:8])(C)(C)C.FC(F)(F)C(O)=O. (4) Given the product [O:41]=[C:32]1[C:33]2[C:34](=[CH:37][CH:38]=[CH:39][CH:40]=2)[C:35](=[O:36])[N:31]1[O:1][CH2:2][C:3]1[CH:4]=[CH:5][C:6]([CH2:9][CH2:10][C:11]2[N:12]=[C:13]([NH:26][C:27](=[O:29])[CH3:28])[S:14][C:15]=2[C:16]2[CH:21]=[CH:20][C:19]([S:22]([CH3:25])(=[O:24])=[O:23])=[CH:18][CH:17]=2)=[CH:7][CH:8]=1, predict the reactants needed to synthesize it. The reactants are: [OH:1][CH2:2][C:3]1[CH:8]=[CH:7][C:6]([CH2:9][CH2:10][C:11]2[N:12]=[C:13]([NH:26][C:27](=[O:29])[CH3:28])[S:14][C:15]=2[C:16]2[CH:21]=[CH:20][C:19]([S:22]([CH3:25])(=[O:24])=[O:23])=[CH:18][CH:17]=2)=[CH:5][CH:4]=1.O[N:31]1[C:35](=[O:36])[C:34]2=[CH:37][CH:38]=[CH:39][CH:40]=[C:33]2[C:32]1=[O:41].C1(P(C2C=CC=CC=2)C2C=CC=CC=2)C=CC=CC=1.N(C(OCC)=O)=NC(OCC)=O.C(=O)([O-])O.[Na+]. (5) The reactants are: [N+:1]([C:4]1[CH:9]=[CH:8][CH:7]=[C:6]([N+:10]([O-])=O)[C:5]=1[O:13][CH3:14])([O-])=O.[NH4+].[Cl-]. Given the product [NH2:1][C:4]1[CH:9]=[CH:8][CH:7]=[C:6]([NH2:10])[C:5]=1[O:13][CH3:14], predict the reactants needed to synthesize it. (6) Given the product [CH3:3][O:4][C:5]1[C:10]([CH2:11][OH:12])=[C:9]([CH3:13])[CH:8]=[CH:7][N:6]=1, predict the reactants needed to synthesize it. The reactants are: [BH4-].[Na+].[CH3:3][O:4][C:5]1[C:10]([CH:11]=[O:12])=[C:9]([CH3:13])[CH:8]=[CH:7][N:6]=1.O. (7) Given the product [NH2:5][C:6]1[N:7]=[C:8]([C:17]2[CH:22]=[C:21]([OH:23])[C:20]([Cl:31])=[CH:19][C:18]=2[Cl:32])[C:9]2[CH:14]=[C:13]([C:15]#[N:16])[S:12][C:10]=2[N:11]=1, predict the reactants needed to synthesize it. The reactants are: B(Cl)(Cl)Cl.[NH2:5][C:6]1[N:7]=[C:8]([C:17]2[CH:22]=[C:21]([O:23]CC3C=CC=CC=3)[C:20]([Cl:31])=[CH:19][C:18]=2[Cl:32])[C:9]2[CH:14]=[C:13]([C:15]#[N:16])[S:12][C:10]=2[N:11]=1.C(=O)=O.CC(C)=O.CO.